Task: Predict the product of the given reaction.. Dataset: Forward reaction prediction with 1.9M reactions from USPTO patents (1976-2016) (1) Given the reactants [OH:1][C:2]1[CH:11]=[CH:10][CH:9]=[C:8]2[C:3]=1[CH2:4][CH2:5][N:6]([C:12]([O:14][C:15]([CH3:18])([CH3:17])[CH3:16])=[O:13])[CH2:7]2.[Br:19]N1C(=O)CCC1=O, predict the reaction product. The product is: [Br:19][C:9]1[CH:10]=[CH:11][C:2]([OH:1])=[C:3]2[C:8]=1[CH2:7][N:6]([C:12]([O:14][C:15]([CH3:18])([CH3:17])[CH3:16])=[O:13])[CH2:5][CH2:4]2. (2) Given the reactants O[C:2]1[CH:22]=[C:21](O)[CH:20]=C[C:3]=1[C:4]([NH:6][CH2:7][C:8]1[N:9]=[C:10]([C:13]2[CH:18]=[CH:17][N:16]=[CH:15][CH:14]=2)[NH:11][CH:12]=1)=[O:5].[S:24]1C=CC=C1C(O)=O.OC1C=C(O)C=CC=1C(O)=O, predict the reaction product. The product is: [CH3:20][C:21]1[S:24][C:3]([C:4]([NH:6][CH2:7][C:8]2[N:9]=[C:10]([C:13]3[CH:18]=[CH:17][N:16]=[CH:15][CH:14]=3)[NH:11][CH:12]=2)=[O:5])=[CH:2][CH:22]=1. (3) Given the reactants Cl.[CH3:2][C@H:3]1[NH:8][CH2:7][C@H:6]([CH2:9][OH:10])[CH2:5][CH2:4]1.[OH-].[Na+].[CH3:13][C:14]([O:17][C:18](O[C:18]([O:17][C:14]([CH3:16])([CH3:15])[CH3:13])=[O:19])=[O:19])([CH3:16])[CH3:15], predict the reaction product. The product is: [OH:10][CH2:9][C@H:6]1[CH2:7][N:8]([C:18]([O:17][C:14]([CH3:16])([CH3:15])[CH3:13])=[O:19])[C@H:3]([CH3:2])[CH2:4][CH2:5]1. (4) Given the reactants Cl.Cl[C:3]1[C:12]2[C:7](=[CH:8][CH:9]=[CH:10][CH:11]=2)[C:6]([CH2:13][C:14]2[CH:19]=[CH:18][N:17]=[CH:16][N:15]=2)=[N:5][N:4]=1.[Cl:20][C:21]1[CH:27]=[CH:26][C:24]([NH2:25])=[CH:23][CH:22]=1.C([O-])(O)=O.[Na+], predict the reaction product. The product is: [Cl:20][C:21]1[CH:27]=[CH:26][C:24]([NH:25][C:3]2[C:12]3[C:7](=[CH:8][CH:9]=[CH:10][CH:11]=3)[C:6]([CH2:13][C:14]3[CH:19]=[CH:18][N:17]=[CH:16][N:15]=3)=[N:5][N:4]=2)=[CH:23][CH:22]=1. (5) Given the reactants [NH2:1][CH:2]([C:6]1[CH:11]=[C:10]([F:12])[CH:9]=[C:8]([F:13])[CH:7]=1)[C:3]([NH2:5])=[O:4].C(N(CC)CC)C.[Cl:21][C:22]1[CH:27]=[CH:26][C:25]([S:28](Cl)(=[O:30])=[O:29])=[CH:24][CH:23]=1, predict the reaction product. The product is: [Cl:21][C:22]1[CH:27]=[CH:26][C:25]([S:28]([NH:1][CH:2]([C:6]2[CH:7]=[C:8]([F:13])[CH:9]=[C:10]([F:12])[CH:11]=2)[C:3]([NH2:5])=[O:4])(=[O:30])=[O:29])=[CH:24][CH:23]=1.